This data is from Reaction yield outcomes from USPTO patents with 853,638 reactions. The task is: Predict the reaction yield, written as a fraction of the theoretical maximum amount of product (1.0 means a 100% yield; for example, 0.34 means a 34% yield). (1) The reactants are FC(F)(F)C(O)=O.[C:8]1([C:14]2[CH:19]=[C:18]([CH:20]3[CH2:25][CH2:24][NH:23][CH2:22][CH2:21]3)[CH:17]=[CH:16][C:15]=2[NH:26][C:27]([C:29]2[NH:30][CH:31]=[C:32]([C:34]#[N:35])[N:33]=2)=[O:28])[CH2:13][CH2:12][CH2:11][CH2:10][CH:9]=1.CCN(CC)CC.Cl.[C:44](Cl)(=[O:51])[C:45]1[CH:50]=[CH:49][CH:48]=[N:47][CH:46]=1.CO. The catalyst is C(Cl)Cl.CCOC(C)=O. The product is [C:8]1([C:14]2[CH:19]=[C:18]([CH:20]3[CH2:21][CH2:22][N:23]([C:44]([C:45]4[CH:46]=[N:47][CH:48]=[CH:49][CH:50]=4)=[O:51])[CH2:24][CH2:25]3)[CH:17]=[CH:16][C:15]=2[NH:26][C:27]([C:29]2[NH:30][CH:31]=[C:32]([C:34]#[N:35])[N:33]=2)=[O:28])[CH2:13][CH2:12][CH2:11][CH2:10][CH:9]=1. The yield is 0.830. (2) The reactants are [Br:1][C:2]1[CH:7]=[CH:6][C:5]([NH2:8])=[C:4](I)[CH:3]=1.[C:10]1(B2OC(C)(C)C(C)(C)O2)[CH2:15][CH2:14][CH2:13][CH2:12][CH:11]=1.C([O-])([O-])=O.[Na+].[Na+].CCOC(C)=O. The catalyst is O1CCOCC1.C1C=CC([P]([Pd]([P](C2C=CC=CC=2)(C2C=CC=CC=2)C2C=CC=CC=2)([P](C2C=CC=CC=2)(C2C=CC=CC=2)C2C=CC=CC=2)[P](C2C=CC=CC=2)(C2C=CC=CC=2)C2C=CC=CC=2)(C2C=CC=CC=2)C2C=CC=CC=2)=CC=1. The product is [Br:1][C:2]1[CH:7]=[CH:6][C:5]([NH2:8])=[C:4]([C:10]2[CH2:15][CH2:14][CH2:13][CH2:12][CH:11]=2)[CH:3]=1. The yield is 0.870. (3) The reactants are [Cl:1][CH2:2][C:3]1[N:12]([CH2:13][CH2:14][CH3:15])[C:11](=[O:16])[C:10]2[C:5](=[C:6]([OH:19])[C:7]([Cl:18])=[CH:8][C:9]=2[Cl:17])[N:4]=1.[CH3:20][NH2:21]. The catalyst is C1COCC1.C(O)C. The product is [ClH:1].[Cl:17][C:9]1[CH:8]=[C:7]([Cl:18])[C:6]([OH:19])=[C:5]2[C:10]=1[C:11](=[O:16])[N:12]([CH2:13][CH2:14][CH3:15])[C:3]([CH2:2][NH:21][CH3:20])=[N:4]2. The yield is 0.500. (4) The reactants are [Br:1][C:2]1[CH:7]=[C:6]([C:8]([C:10]2[CH:17]=[CH:16][CH:15]=[C:14]([F:18])[C:11]=2[C:12]#[N:13])=O)[CH:5]=[CH:4][N:3]=1.[CH3:19][C:20]([S:23]([NH2:25])=[O:24])([CH3:22])[CH3:21].CO. The catalyst is C1COCC1.C(=O)(O)[O-].[Na+].[O-]CC.[Ti+4].[O-]CC.[O-]CC.[O-]CC. The product is [Br:1][C:2]1[CH:7]=[C:6]([C:8]([C:10]2[CH:17]=[CH:16][CH:15]=[C:14]([F:18])[C:11]=2[C:12]#[N:13])=[N:25][S:23]([C:20]([CH3:22])([CH3:21])[CH3:19])=[O:24])[CH:5]=[CH:4][N:3]=1. The yield is 0.675. (5) The reactants are [CH3:1][NH:2][C@H:3]([CH2:5]/[CH:6]=[CH:7]/[C:8]1[CH:9]=[N:10][CH:11]=[C:12]([O:14][CH:15]([CH3:17])[CH3:16])[CH:13]=1)[CH3:4].[O:18]=[C:19]([OH:31])[C@@H:20]([C@H:22]([C@H:24]([C@@H:26]([C:28]([OH:30])=[O:29])[OH:27])[OH:25])[OH:23])[OH:21].O. The catalyst is C(O)C. The product is [O:18]=[C:19]([OH:31])[C@@H:20]([C@H:22]([C@H:24]([C@@H:26]([C:28]([OH:30])=[O:29])[OH:27])[OH:25])[OH:23])[OH:21].[CH3:1][NH:2][C@H:3]([CH2:5]/[CH:6]=[CH:7]/[C:8]1[CH:9]=[N:10][CH:11]=[C:12]([O:14][CH:15]([CH3:17])[CH3:16])[CH:13]=1)[CH3:4].[CH3:1][NH:2][C@H:3]([CH2:5]/[CH:6]=[CH:7]/[C:8]1[CH:9]=[N:10][CH:11]=[C:12]([O:14][CH:15]([CH3:17])[CH3:16])[CH:13]=1)[CH3:4]. The yield is 0.260. (6) The yield is 0.870. The catalyst is C1COCC1. The product is [CH2:1]([N:8]([CH3:21])[CH2:9]/[CH:10]=[C:11]1\[CH2:12][CH2:13][CH2:14][C:15]2[S:16][CH:17]=[CH:18][C:19]\1=2)[C:2]1[CH:3]=[CH:4][CH:5]=[CH:6][CH:7]=1. The reactants are [CH2:1]([N:8]([CH3:21])[C:9](=O)/[CH:10]=[C:11]1\[CH2:12][CH2:13][CH2:14][C:15]2[S:16][CH:17]=[CH:18][C:19]\1=2)[C:2]1[CH:7]=[CH:6][CH:5]=[CH:4][CH:3]=1.[OH-].[Na+].